Dataset: Catalyst prediction with 721,799 reactions and 888 catalyst types from USPTO. Task: Predict which catalyst facilitates the given reaction. Reactant: Cl.C(N=C=NCCCN(C)C)C.[C:13]([C:15]1[N:20]=[N:19][CH:18]=[C:17]([N:21]2[CH:25]=[CH:24][C:23]([N:26]3[CH2:31][C:30]([CH3:33])([CH3:32])[O:29][C@H:28]([C@@H:34]([OH:38])[C:35](O)=[O:36])[C:27]3=[O:39])=[N:22]2)[CH:16]=1)#[N:14].[O:40]1[C:44]2[CH:45]=[C:46]([NH2:49])[CH:47]=[CH:48][C:43]=2[C:42]([NH2:50])=[N:41]1.ON1C2N=CC=CC=2N=N1. Product: [NH2:50][C:42]1[C:43]2[CH:48]=[CH:47][C:46]([NH:49][C:35](=[O:36])[C@@H:34]([C@H:28]3[O:29][C:30]([CH3:33])([CH3:32])[CH2:31][N:26]([C:23]4[CH:24]=[CH:25][N:21]([C:17]5[CH:16]=[C:15]([C:13]#[N:14])[N:20]=[N:19][CH:18]=5)[N:22]=4)[C:27]3=[O:39])[OH:38])=[CH:45][C:44]=2[O:40][N:41]=1. The catalyst class is: 60.